From a dataset of Forward reaction prediction with 1.9M reactions from USPTO patents (1976-2016). Predict the product of the given reaction. (1) Given the reactants [CH3:1][O:2][C:3](=[O:26])[CH:4]([N:9]1[CH:14]=[CH:13][C:12]([O:15][C:16]2[CH:21]=[CH:20][CH:19]=[C:18]([F:22])[C:17]=2[F:23])=[C:11](I)[C:10]1=[O:25])[CH2:5][CH:6]([CH3:8])[CH3:7], predict the reaction product. The product is: [CH3:1][O:2][C:3](=[O:26])[CH:4]([N:9]1[CH:14]=[CH:13][C:12]([O:15][C:16]2[CH:21]=[CH:20][CH:19]=[C:18]([F:22])[C:17]=2[F:23])=[CH:11][C:10]1=[O:25])[CH2:5][CH:6]([CH3:8])[CH3:7]. (2) Given the reactants C([O:8][C:9]1[CH:10]=[C:11]([CH:20]([OH:28])[C:21]2[CH:26]=[CH:25][C:24]([CH3:27])=[CH:23][CH:22]=2)[CH:12]=[C:13]2[C:18]=1[N:17]=[CH:16][NH:15][C:14]2=[O:19])C1C=CC=CC=1.B(Br)(Br)Br, predict the reaction product. The product is: [OH:8][C:9]1[CH:10]=[C:11]([CH:20]([OH:28])[C:21]2[CH:26]=[CH:25][C:24]([CH3:27])=[CH:23][CH:22]=2)[CH:12]=[C:13]2[C:18]=1[N:17]=[CH:16][NH:15][C:14]2=[O:19]. (3) Given the reactants [CH:1]1([C:4]2[C:5]([CH2:18][N:19]3[CH2:24][CH2:23][N:22]([CH2:25][C:26]4[CH:31]=[C:30]([Cl:32])[CH:29]=[C:28]([Cl:33])[CH:27]=4)[CH2:21][CH2:20]3)=[CH:6][C:7]([F:17])=[C:8]([CH:16]=2)[C:9]([O:11]C(C)(C)C)=[O:10])[CH2:3][CH2:2]1.[ClH:34], predict the reaction product. The product is: [ClH:32].[ClH:34].[CH:1]1([C:4]2[C:5]([CH2:18][N:19]3[CH2:24][CH2:23][N:22]([CH2:25][C:26]4[CH:27]=[C:28]([Cl:33])[CH:29]=[C:30]([Cl:32])[CH:31]=4)[CH2:21][CH2:20]3)=[CH:6][C:7]([F:17])=[C:8]([CH:16]=2)[C:9]([OH:11])=[O:10])[CH2:3][CH2:2]1. (4) Given the reactants [CH3:1][C:2]1[C:7]([OH:8])=[C:6]([CH3:9])[CH:5]=[CH:4][N:3]=1.C([O-])([O-])=O.[Na+].[Na+].[I:16]I.Cl, predict the reaction product. The product is: [I:16][C:4]1[N:3]=[C:2]([CH3:1])[C:7]([OH:8])=[C:6]([CH3:9])[CH:5]=1. (5) Given the reactants [CH3:1][O:2][C:3]([CH:5]1[CH2:10][CH2:9][O:8][CH2:7][CH2:6]1)=[O:4].Br[C:12]1[CH:13]=[CH:14][C:15]([N+:25]([O-:27])=[O:26])=[C:16]([N:18]2[CH2:23][CH2:22][CH:21]([CH3:24])[CH2:20][CH2:19]2)[CH:17]=1, predict the reaction product. The product is: [CH3:1][O:2][C:3]([C:5]1([C:12]2[CH:13]=[CH:14][C:15]([N+:25]([O-:27])=[O:26])=[C:16]([N:18]3[CH2:23][CH2:22][CH:21]([CH3:24])[CH2:20][CH2:19]3)[CH:17]=2)[CH2:10][CH2:9][O:8][CH2:7][CH2:6]1)=[O:4]. (6) Given the reactants C(C1C=CC([C:9]2C(C(N(C)C)=O)=CN=[C:11](NCCNC3C=CC([N+]([O-])=O)=CN=3)[N:10]=2)=CC=1)#N.[NH2:33][C:34]1[N:39]=[C:38]([NH:40][CH2:41][CH2:42][NH:43][C:44]2[N:49]=[C:48]([C:50]3[CH:55]=[CH:54][C:53]([Cl:56])=[CH:52][C:51]=3[Cl:57])[C:47]([N:58]3[C:62](=[O:63])[CH:61]=[CH:60][C:59]3=[O:64])=[CH:46][N:45]=2)[CH:37]=[CH:36][C:35]=1[N+:65]([O-:67])=[O:66], predict the reaction product. The product is: [NH2:33][C:34]1[N:39]=[C:38]([NH:40][CH2:41][CH2:42][NH:43][C:44]2[N:49]=[C:48]([C:50]3[CH:55]=[CH:54][C:53]([Cl:56])=[CH:52][C:51]=3[Cl:57])[C:47]([N:58]3[C:62](=[O:63])[CH2:61][CH:60]([N:10]([CH3:11])[CH3:9])[C:59]3=[O:64])=[CH:46][N:45]=2)[CH:37]=[CH:36][C:35]=1[N+:65]([O-:67])=[O:66].